Dataset: Forward reaction prediction with 1.9M reactions from USPTO patents (1976-2016). Task: Predict the product of the given reaction. (1) Given the reactants C([O:3][C:4](=[O:35])[CH:5]([O:32][CH2:33][CH3:34])[CH2:6][C:7]1[CH:12]=[CH:11][C:10]([O:13][CH2:14][C:15]2[S:19][C:18]([C:20]3[CH:25]=[CH:24][CH:23]=[C:22]([C:26]([F:29])([F:28])[F:27])[CH:21]=3)=[N:17][C:16]=2[CH3:30])=[CH:9][C:8]=1[CH3:31])C.[Li+].[OH-], predict the reaction product. The product is: [CH2:33]([O:32][CH:5]([CH2:6][C:7]1[CH:12]=[CH:11][C:10]([O:13][CH2:14][C:15]2[S:19][C:18]([C:20]3[CH:25]=[CH:24][CH:23]=[C:22]([C:26]([F:27])([F:28])[F:29])[CH:21]=3)=[N:17][C:16]=2[CH3:30])=[CH:9][C:8]=1[CH3:31])[C:4]([OH:35])=[O:3])[CH3:34]. (2) Given the reactants [F:1][C:2]([F:28])([F:27])[C:3]1[CH:8]=[CH:7][C:6]([C:9]2[S:10][C:11]([CH2:25][OH:26])=[C:12]([CH2:14][N:15]3[CH2:20][CH2:19][CH:18]([C:21]([F:24])([F:23])[F:22])[CH2:17][CH2:16]3)[N:13]=2)=[CH:5][CH:4]=1.[H-].[Na+].F[C:32]1[CH:39]=[CH:38][C:35]([C:36]#[N:37])=[C:34]([O:40][CH3:41])[CH:33]=1, predict the reaction product. The product is: [CH3:41][O:40][C:34]1[CH:33]=[C:32]([O:26][CH2:25][C:11]2[S:10][C:9]([C:6]3[CH:7]=[CH:8][C:3]([C:2]([F:1])([F:27])[F:28])=[CH:4][CH:5]=3)=[N:13][C:12]=2[CH2:14][N:15]2[CH2:20][CH2:19][CH:18]([C:21]([F:22])([F:24])[F:23])[CH2:17][CH2:16]2)[CH:39]=[CH:38][C:35]=1[C:36]#[N:37]. (3) Given the reactants [CH3:1][NH:2][CH3:3].C(N(CC)CC)C.CN(C)CCCN=C=NCC.[C:22]([OH:28])(=O)[CH2:23][CH2:24][C:25]#[CH:26], predict the reaction product. The product is: [CH3:1][N:2]([CH3:3])[C:22](=[O:28])[CH2:23][CH2:24][C:25]#[CH:26]. (4) The product is: [Cl:8][C:33]1[C:32]2[C:37](=[CH:38][C:29]([OH:28])=[CH:30][CH:31]=2)[O:36][CH2:35][C:34]=1[CH:4]=[O:5]. Given the reactants CN([CH:4]=[O:5])C.O=P(Cl)(Cl)[Cl:8].[Si]([O:28][C:29]1[CH:38]=[C:37]2[C:32]([C:33](=O)[CH2:34][CH2:35][O:36]2)=[CH:31][CH:30]=1)(C(C)(C)C)(C1C=CC=CC=1)C1C=CC=CC=1.O, predict the reaction product. (5) Given the reactants OO.[CH3:3][O:4][CH2:5][CH2:6][CH2:7][N:8]([CH3:26])[CH2:9][CH2:10][NH:11][C:12]1[N:13]=[N+:14]([O-:25])[C:15]2[CH:24]=[C:23]3[C:19]([CH2:20][CH2:21][CH2:22]3)=[CH:18][C:16]=2[N:17]=1.C(O)(C(F)(F)F)=[O:28], predict the reaction product. The product is: [O-:25][N+:14]1[C:15]2[CH:24]=[C:23]3[C:19](=[CH:18][C:16]=2[N+:17]([O-:28])=[C:12]([NH:11][CH2:10][CH2:9][N:8]([CH2:7][CH2:6][CH2:5][O:4][CH3:3])[CH3:26])[N:13]=1)[CH2:20][CH2:21][CH2:22]3.